This data is from Experimentally validated miRNA-target interactions with 360,000+ pairs, plus equal number of negative samples. The task is: Binary Classification. Given a miRNA mature sequence and a target amino acid sequence, predict their likelihood of interaction. The miRNA is hsa-miR-4327 with sequence GGCUUGCAUGGGGGACUGG. The protein sequence of the target gene is MAVLLETTLGDVVIDLYTEERPRACLNFLKLCKIKYYNYCLIHNVQRDFIIQTGDPTGTGRGGESIFGQLYGDQASFFEAEKVPRIKHKKKGTVSMVNNGSDQHGSQFLITTGENLDYLDGVHTVFGEVTEGMDIIKKINETFVDKDFVPYQDIRINHTVILDDPFDDPPDLLIPDRSPEPTREQLDSGRIGADEEIDDFKGRSAEEVEEIKAEKEAKTQAILLEMVGDLPDADIKPPENVLFVCKLNPVTTDEDLEIIFSRFGPIRSCEVIRDWKTGESLCYAFIEFEKEEDCEKAFFK.... Result: 1 (interaction).